This data is from Reaction yield outcomes from USPTO patents with 853,638 reactions. The task is: Predict the reaction yield, written as a fraction of the theoretical maximum amount of product (1.0 means a 100% yield; for example, 0.34 means a 34% yield). (1) The reactants are [F:1][C:2]([F:35])([F:34])[C:3]1[CH:4]=[CH:5][C:6]([NH:9][C:10]([C:12]2[C:16]([CH3:17])=[C:15]([C:18]3[CH:23]=[CH:22][C:21]([O:24]C)=[CH:20][CH:19]=3)[N:14]([C:26]3[CH:31]=[CH:30][C:29]([Cl:32])=[CH:28][C:27]=3[Cl:33])[N:13]=2)=[O:11])=[N:7][CH:8]=1.B(Br)(Br)Br. The catalyst is ClCCl. The product is [F:35][C:2]([F:1])([F:34])[C:3]1[CH:4]=[CH:5][C:6]([NH:9][C:10]([C:12]2[C:16]([CH3:17])=[C:15]([C:18]3[CH:23]=[CH:22][C:21]([OH:24])=[CH:20][CH:19]=3)[N:14]([C:26]3[CH:31]=[CH:30][C:29]([Cl:32])=[CH:28][C:27]=3[Cl:33])[N:13]=2)=[O:11])=[N:7][CH:8]=1. The yield is 0.960. (2) The yield is 0.170. The catalyst is C1COCC1. The product is [Br:1][C:2]1[CH:13]=[CH:12][C:5]2[O:6][CH2:7][CH:8]([C:25]3[CH:30]=[CH:29][CH:28]=[CH:27][CH:26]=3)[CH2:9][C:10](=[O:11])[C:4]=2[CH:3]=1. The reactants are [Br:1][C:2]1[CH:13]=[CH:12][C:5]2[O:6][CH2:7][CH:8]=[CH:9][C:10](=[O:11])[C:4]=2[CH:3]=1.CN(P(N(C)C)(N(C)C)=O)C.[C:25]1([Mg]Br)[CH:30]=[CH:29][CH:28]=[CH:27][CH:26]=1.